Regression. Given a peptide amino acid sequence and an MHC pseudo amino acid sequence, predict their binding affinity value. This is MHC class I binding data. From a dataset of Peptide-MHC class I binding affinity with 185,985 pairs from IEDB/IMGT. (1) The peptide sequence is LFFPFGLFK. The MHC is HLA-A02:01 with pseudo-sequence HLA-A02:01. The binding affinity (normalized) is 0.0847. (2) The peptide sequence is MLRPGRIDRK. The MHC is HLA-A03:01 with pseudo-sequence HLA-A03:01. The binding affinity (normalized) is 0.642. (3) The peptide sequence is IYQPESQKF. The MHC is HLA-A24:02 with pseudo-sequence HLA-A24:02. The binding affinity (normalized) is 0.675. (4) The peptide sequence is VTENKKIQY. The MHC is HLA-A02:12 with pseudo-sequence HLA-A02:12. The binding affinity (normalized) is 0.0847. (5) The peptide sequence is VASLNPNMI. The MHC is H-2-Db with pseudo-sequence H-2-Db. The binding affinity (normalized) is 0.293. (6) The peptide sequence is TAVPWNASW. The MHC is HLA-A33:01 with pseudo-sequence HLA-A33:01. The binding affinity (normalized) is 0.